Dataset: Forward reaction prediction with 1.9M reactions from USPTO patents (1976-2016). Task: Predict the product of the given reaction. Given the reactants [F:1][C:2]1[CH:7]=[CH:6][CH:5]=[C:4]([F:8])[C:3]=1[C:9]1[CH:10]=[C:11]2[C:15](=[CH:16][CH:17]=1)[N:14]([CH:18]1[CH2:23][CH2:22][CH2:21][CH2:20][O:19]1)[N:13]=[C:12]2I.[Cl:25][C:26]1[N:31]=[C:30]([Sn](CCCC)(CCCC)CCCC)[CH:29]=[CH:28][N:27]=1.N#N, predict the reaction product. The product is: [Cl:25][C:26]1[N:31]=[C:30]([C:12]2[C:11]3[C:15](=[CH:16][CH:17]=[C:9]([C:3]4[C:2]([F:1])=[CH:7][CH:6]=[CH:5][C:4]=4[F:8])[CH:10]=3)[N:14]([CH:18]3[CH2:23][CH2:22][CH2:21][CH2:20][O:19]3)[N:13]=2)[CH:29]=[CH:28][N:27]=1.